Dataset: Catalyst prediction with 721,799 reactions and 888 catalyst types from USPTO. Task: Predict which catalyst facilitates the given reaction. Reactant: C[O:2][C:3](=[O:13])[C:4]1[CH:9]=[CH:8][C:7]([CH:10]=[CH2:11])=[CH:6][C:5]=1[Cl:12].[OH-].[Na+].Cl. Product: [Cl:12][C:5]1[CH:6]=[C:7]([CH:10]=[CH2:11])[CH:8]=[CH:9][C:4]=1[C:3]([OH:13])=[O:2]. The catalyst class is: 1.